From a dataset of NCI-60 drug combinations with 297,098 pairs across 59 cell lines. Regression. Given two drug SMILES strings and cell line genomic features, predict the synergy score measuring deviation from expected non-interaction effect. Drug 1: C1=NC2=C(N=C(N=C2N1C3C(C(C(O3)CO)O)O)F)N. Drug 2: CC1C(C(CC(O1)OC2CC(OC(C2O)C)OC3=CC4=CC5=C(C(=O)C(C(C5)C(C(=O)C(C(C)O)O)OC)OC6CC(C(C(O6)C)O)OC7CC(C(C(O7)C)O)OC8CC(C(C(O8)C)O)(C)O)C(=C4C(=C3C)O)O)O)O. Cell line: OVCAR3. Synergy scores: CSS=7.11, Synergy_ZIP=0.428, Synergy_Bliss=-3.59, Synergy_Loewe=-21.5, Synergy_HSA=-4.42.